Dataset: Forward reaction prediction with 1.9M reactions from USPTO patents (1976-2016). Task: Predict the product of the given reaction. (1) Given the reactants [C:1]([Si:5]([CH3:35])([CH3:34])[O:6][CH2:7][CH2:8][NH:9][C:10]1[CH:15]=[CH:14][C:13]([NH:16][C:17]([C:19]2[C:20]([NH:25][C:26]([C:28]3[S:29][C:30]([Cl:33])=[CH:31][CH:32]=3)=[O:27])=[N:21][N:22]([CH3:24])[CH:23]=2)=[O:18])=[CH:12][CH:11]=1)([CH3:4])([CH3:3])[CH3:2].[N:36]#[C:37]Br.C(=O)(O)[O-].[Na+], predict the reaction product. The product is: [Si:5]([O:6][CH2:7][CH2:8][N:9]([C:37]#[N:36])[C:10]1[CH:11]=[CH:12][C:13]([NH:16][C:17]([C:19]2[C:20]([NH:25][C:26]([C:28]3[S:29][C:30]([Cl:33])=[CH:31][CH:32]=3)=[O:27])=[N:21][N:22]([CH3:24])[CH:23]=2)=[O:18])=[CH:14][CH:15]=1)([C:1]([CH3:4])([CH3:3])[CH3:2])([CH3:35])[CH3:34]. (2) Given the reactants [C:1]([C:4]1[C:9]2[N:10]([CH2:13][C:14]([OH:16])=O)[CH:11]=[N:12][C:8]=2[CH:7]=[CH:6][CH:5]=1)(=[O:3])[CH3:2].[NH2:17][CH:18]([C:20]1[CH:25]=[CH:24][C:23]([C:26]([CH3:30])([CH3:29])[C:27]#[N:28])=[CH:22][CH:21]=1)[CH3:19].CCN(CC)CC.CN(C(ON1N=NC2C=CC=NC1=2)=[N+](C)C)C.F[P-](F)(F)(F)(F)F, predict the reaction product. The product is: [C:1]([C:4]1[C:9]2[N:10]([CH2:13][C:14]([NH:17][CH:18]([C:20]3[CH:25]=[CH:24][C:23]([C:26]([C:27]#[N:28])([CH3:29])[CH3:30])=[CH:22][CH:21]=3)[CH3:19])=[O:16])[CH:11]=[N:12][C:8]=2[CH:7]=[CH:6][CH:5]=1)(=[O:3])[CH3:2]. (3) Given the reactants [Cl:1][C:2]1[CH:9]=[C:8]([N:10]2[C:14]([CH3:15])=[C:13](C=O)[C:12]([CH3:18])=[N:11]2)[CH:7]=[CH:6][C:3]=1[C:4]#[N:5].C(OCC)(=[O:21])C.ClC1C=CC=C(C(OO)=O)C=1, predict the reaction product. The product is: [Cl:1][C:2]1[CH:9]=[C:8]([N:10]2[C:14]([CH3:15])=[C:13]([OH:21])[C:12]([CH3:18])=[N:11]2)[CH:7]=[CH:6][C:3]=1[C:4]#[N:5]. (4) Given the reactants [NH:1]1[C:9]2[C:4](=[CH:5][CH:6]=[CH:7][CH:8]=2)[CH:3]=[CH:2]1.[OH-].[K+].[I:12]I.[O-]S([O-])=O.[Na+].[Na+], predict the reaction product. The product is: [I:12][C:3]1[C:4]2[C:9](=[CH:8][CH:7]=[CH:6][CH:5]=2)[NH:1][CH:2]=1. (5) Given the reactants [C:1]1([CH2:7][N:8]2[CH2:12][CH2:11][C@@H:10]([NH:13][C:14](=O)[CH3:15])[CH2:9]2)[CH:6]=[CH:5][CH:4]=[CH:3][CH:2]=1.[H-].[Al+3].[Li+].[H-].[H-].[H-], predict the reaction product. The product is: [CH2:14]([NH:13][C@@H:10]1[CH2:11][CH2:12][N:8]([CH2:7][C:1]2[CH:6]=[CH:5][CH:4]=[CH:3][CH:2]=2)[CH2:9]1)[CH3:15]. (6) Given the reactants [C:1]([O:5][C:6]([NH:8][CH2:9][C@H:10]1[CH2:15][CH2:14][C@H:13]([C:16]([NH:18][C@@H:19]([CH2:24][C:25]2[CH:30]=[CH:29][C:28]([C:31]3[CH:36]=[CH:35][C:34]([C:37](=[O:53])[NH:38][C@H:39]4[CH2:44][CH2:43][C@H:42]([O:45][Si:46]([C:49]([CH3:52])([CH3:51])[CH3:50])([CH3:48])[CH3:47])[CH2:41][CH2:40]4)=[CH:33][C:32]=3[CH3:54])=[CH:27][CH:26]=2)[C:20]([O:22]C)=[O:21])=[O:17])[CH2:12][CH2:11]1)=[O:7])([CH3:4])([CH3:3])[CH3:2].[OH-].[Li+], predict the reaction product. The product is: [C:1]([O:5][C:6]([NH:8][CH2:9][C@H:10]1[CH2:11][CH2:12][C@H:13]([C:16]([NH:18][C@@H:19]([CH2:24][C:25]2[CH:26]=[CH:27][C:28]([C:31]3[CH:36]=[CH:35][C:34]([C:37](=[O:53])[NH:38][C@H:39]4[CH2:40][CH2:41][C@H:42]([O:45][Si:46]([C:49]([CH3:52])([CH3:51])[CH3:50])([CH3:47])[CH3:48])[CH2:43][CH2:44]4)=[CH:33][C:32]=3[CH3:54])=[CH:29][CH:30]=2)[C:20]([OH:22])=[O:21])=[O:17])[CH2:14][CH2:15]1)=[O:7])([CH3:3])([CH3:4])[CH3:2].